This data is from Catalyst prediction with 721,799 reactions and 888 catalyst types from USPTO. The task is: Predict which catalyst facilitates the given reaction. (1) Reactant: [NH:1]1[CH2:6][CH2:5][O:4][CH2:3][CH2:2]1.C(O)(=O)C.[CH3:11][C:12]([C:16]1[CH:17]=[C:18]([C:23]2[CH:28]=[CH:27][CH:26]=[C:25]([CH2:29][CH:30]3[S:34][C:33](=S)[NH:32][C:31]3=[O:36])[CH:24]=2)[CH:19]=[CH:20][C:21]=1[OH:22])([CH3:15])[CH2:13][CH3:14]. Product: [CH3:15][C:12]([C:16]1[CH:17]=[C:18]([C:23]2[CH:28]=[CH:27][CH:26]=[C:25]([CH2:29][CH:30]3[S:34][C:33]([N:1]4[CH2:6][CH2:5][O:4][CH2:3][CH2:2]4)=[N:32][C:31]3=[O:36])[CH:24]=2)[CH:19]=[CH:20][C:21]=1[OH:22])([CH3:11])[CH2:13][CH3:14]. The catalyst class is: 11. (2) Reactant: [CH3:1][O:2][C:3]1[C:8]([NH2:9])=[CH:7][C:6]([B:10]2[O:14][C:13]([CH3:16])([CH3:15])[C:12]([CH3:18])([CH3:17])[O:11]2)=[CH:5][N:4]=1.[F:19][C:20]1[CH:25]=[C:24]([F:26])[CH:23]=[CH:22][C:21]=1[S:27](Cl)(=[O:29])=[O:28]. Product: [F:19][C:20]1[CH:25]=[C:24]([F:26])[CH:23]=[CH:22][C:21]=1[S:27]([NH:9][C:8]1[C:3]([O:2][CH3:1])=[N:4][CH:5]=[C:6]([B:10]2[O:14][C:13]([CH3:16])([CH3:15])[C:12]([CH3:18])([CH3:17])[O:11]2)[CH:7]=1)(=[O:29])=[O:28]. The catalyst class is: 17. (3) Reactant: [NH2:1][C:2]1[N:10]=[C:9]([O:11][CH2:12][CH2:13][CH2:14][CH3:15])[N:8]=[C:7]2[C:3]=1[NH:4][C:5](=[O:37])[N:6]2[CH2:16][CH2:17][N:18]1[CH2:23][CH2:22][CH:21]([NH:24][CH2:25][C:26]2[CH:27]=[C:28]([CH2:32][C:33]([O:35]C)=[O:34])[CH:29]=[CH:30][CH:31]=2)[CH2:20][CH2:19]1.[OH-].[Li+]. Product: [NH2:1][C:2]1[N:10]=[C:9]([O:11][CH2:12][CH2:13][CH2:14][CH3:15])[N:8]=[C:7]2[C:3]=1[NH:4][C:5](=[O:37])[N:6]2[CH2:16][CH2:17][N:18]1[CH2:19][CH2:20][CH:21]([NH:24][CH2:25][C:26]2[CH:27]=[C:28]([CH2:32][C:33]([OH:35])=[O:34])[CH:29]=[CH:30][CH:31]=2)[CH2:22][CH2:23]1. The catalyst class is: 5. (4) Reactant: [CH3:1][O:2][C:3]1[CH:4]=[C:5]([CH2:9][CH2:10][CH2:11][CH2:12][CH2:13][CH2:14][C:15](OC)=[O:16])[CH:6]=[CH:7][CH:8]=1.[H-].C([Al+]CC(C)C)C(C)C.C(OC)=O.[Cl-].[NH4+].[Al]. Product: [CH3:1][O:2][C:3]1[CH:4]=[C:5]([CH2:9][CH2:10][CH2:11][CH2:12][CH2:13][CH2:14][CH:15]=[O:16])[CH:6]=[CH:7][CH:8]=1. The catalyst class is: 4. (5) Reactant: [Cl:1][C:2]1[CH:10]=[C:9]([C:11]2[CH:12]=[CH:13][C:14]3[N:15]([C:17]([C:20]4[CH:25]=[CH:24][C:23]([C:26]#[N:27])=[CH:22][CH:21]=4)=[CH:18][N:19]=3)[CH:16]=2)[CH:8]=[CH:7][C:3]=1[C:4](O)=[O:5].CN1CCOCC1.CN(C(ON1N=NC2C=CC=NC1=2)=[N+](C)C)C.F[P-](F)(F)(F)(F)F.[CH3:59][N:60]1[CH2:65][CH2:64][NH:63][CH2:62][CH2:61]1. Product: [Cl:1][C:2]1[CH:10]=[C:9]([C:11]2[CH:12]=[CH:13][C:14]3[N:15]([C:17]([C:20]4[CH:21]=[CH:22][C:23]([C:26]#[N:27])=[CH:24][CH:25]=4)=[CH:18][N:19]=3)[CH:16]=2)[CH:8]=[CH:7][C:3]=1[C:4]([N:63]1[CH2:64][CH2:65][N:60]([CH3:59])[CH2:61][CH2:62]1)=[O:5]. The catalyst class is: 18.